Dataset: Forward reaction prediction with 1.9M reactions from USPTO patents (1976-2016). Task: Predict the product of the given reaction. (1) Given the reactants [BH4-].[Na+].[Br:3][C:4]1[CH:5]=[C:6]2[C:11](=[CH:12][CH:13]=1)[CH:10]=[N:9][CH:8]=[CH:7]2.[C:14](O)(=[O:16])[CH3:15], predict the reaction product. The product is: [Br:3][C:4]1[CH:5]=[C:6]2[C:11](=[CH:12][CH:13]=1)[CH2:10][N:9]([C:14](=[O:16])[CH3:15])[CH:8]=[CH:7]2. (2) Given the reactants [F:1][C:2]1[CH:10]=[C:9]([F:11])[CH:8]=[C:7]2[C:3]=1[C:4]([CH3:21])([CH2:13][CH2:14][CH2:15][CH2:16][S:17]([O-:20])(=[O:19])=[O:18])[C:5]([CH3:12])=[N:6]2.Br[CH2:23][CH2:24][CH2:25][CH2:26][CH2:27][C:28]([OH:30])=[O:29], predict the reaction product. The product is: [C:28]([CH2:27][CH2:26][CH2:25][CH2:24][CH2:23][N+:6]1[C:7]2[C:3](=[C:2]([F:1])[CH:10]=[C:9]([F:11])[CH:8]=2)[C:4]([CH2:13][CH2:14][CH2:15][CH2:16][S:17]([O-:20])(=[O:19])=[O:18])([CH3:21])[C:5]=1[CH3:12])([OH:30])=[O:29]. (3) The product is: [CH3:1][O:2][C:3]1[C:12]([O:13][CH3:14])=[C:11]([O:15][CH3:16])[CH:10]=[C:9]2[C:4]=1[CH:5]=[CH:6][C:7]([CH2:17][CH2:18][C:19]([O:21][CH2:22][CH3:23])=[O:20])=[CH:8]2. Given the reactants [CH3:1][O:2][C:3]1[C:12]([O:13][CH3:14])=[C:11]([O:15][CH3:16])[CH:10]=[C:9]2[C:4]=1[CH:5]=[CH:6][C:7]([CH:17]=[CH:18][C:19]([O:21][CH2:22][CH3:23])=[O:20])=[CH:8]2, predict the reaction product. (4) Given the reactants [F:1][C:2]1[CH:10]=[C:9]2[C:5]([C:6]([CH2:11][CH:12]([NH2:14])[CH3:13])=[CH:7][NH:8]2)=[CH:4][CH:3]=1.C(N(CC)CC)C.[C:22]1([CH3:34])[CH:27]=[C:26]([CH3:28])[CH:25]=[C:24]([CH3:29])[C:23]=1[S:30](Cl)(=[O:32])=[O:31], predict the reaction product. The product is: [F:1][C:2]1[CH:10]=[C:9]2[C:5]([C:6]([CH2:11][CH:12]([NH:14][S:30]([C:23]3[C:24]([CH3:29])=[CH:25][C:26]([CH3:28])=[CH:27][C:22]=3[CH3:34])(=[O:32])=[O:31])[CH3:13])=[CH:7][NH:8]2)=[CH:4][CH:3]=1. (5) Given the reactants Br[C:2]1[CH:7]=[CH:6][C:5]([NH:8][C:9]#[N:10])=[CH:4][CH:3]=1.[CH3:11][N:12]1[C:16]([C:17]#[N:18])=[CH:15][CH:14]=[C:13]1B(O)O.[F-].[K+].[Br-], predict the reaction product. The product is: [C:17]([C:16]1[N:12]([CH3:11])[C:13]([C:2]2[CH:7]=[CH:6][C:5]([NH:8][C:9]#[N:10])=[CH:4][CH:3]=2)=[CH:14][CH:15]=1)#[N:18]. (6) The product is: [CH3:24][C:21]1[N:7]2[N:8]=[C:9]([N:11]([CH3:20])[C@H:12]([C:14]3[CH:19]=[CH:18][CH:17]=[CH:16][CH:15]=3)[CH3:13])[CH:10]=[C:5]([C:3]([OH:4])=[O:2])[C:6]2=[N:23][N:22]=1. Given the reactants C[O:2][C:3]([C:5]1[C:6]2[N:7]([C:21]([CH3:24])=[N:22][N:23]=2)[N:8]=[C:9]([N:11]([CH3:20])[C@H:12]([C:14]2[CH:19]=[CH:18][CH:17]=[CH:16][CH:15]=2)[CH3:13])[CH:10]=1)=[O:4].[Li+].[OH-], predict the reaction product. (7) Given the reactants C(N(C(C)C)C(C)C)C.Cl[C:11]([O:13][C:14]1[CH:19]=[CH:18][C:17]([CH2:20][C:21]2[CH:26]=[CH:25][C:24]([C:27]([F:30])([F:29])[F:28])=[CH:23][CH:22]=2)=[CH:16][CH:15]=1)=[O:12].[N:31]1[CH:36]=[CH:35][CH:34]=[CH:33][C:32]=1[CH2:37][N:38]1[CH2:43][CH2:42][NH:41][CH2:40][CH2:39]1, predict the reaction product. The product is: [F:28][C:27]([F:30])([F:29])[C:24]1[CH:25]=[CH:26][C:21]([CH2:20][C:17]2[CH:18]=[CH:19][C:14]([O:13][C:11]([N:41]3[CH2:42][CH2:43][N:38]([CH2:37][C:32]4[CH:33]=[CH:34][CH:35]=[CH:36][N:31]=4)[CH2:39][CH2:40]3)=[O:12])=[CH:15][CH:16]=2)=[CH:22][CH:23]=1.